This data is from Full USPTO retrosynthesis dataset with 1.9M reactions from patents (1976-2016). The task is: Predict the reactants needed to synthesize the given product. (1) Given the product [Cl:1][C:2]1[C:3]2[CH2:19][CH2:18][CH2:17][O:16][C:4]=2[N:5]=[C:6]([CH:8]=[O:20])[N:7]=1, predict the reactants needed to synthesize it. The reactants are: [Cl:1][C:2]1[C:3]2[CH2:19][CH2:18][CH2:17][O:16][C:4]=2[N:5]=[C:6](/[CH:8]=C/C2C=CC=CC=2)[N:7]=1.[O:20]1CCOCC1.O. (2) Given the product [Cl:24][C:20]1[CH:21]=[CH:22][C:17]([N:15]2[C:14](=[O:23])[C:8]3=[CH:9][NH:10][C:11]4[CH:12]=[CH:13][C:4]([N+:1]([O-:3])=[O:2])=[CH:5][C:6]=4[C:7]3=[N:16]2)=[CH:18][CH:19]=1, predict the reactants needed to synthesize it. The reactants are: [N+:1]([C:4]1[CH:13]=[CH:12][C:11]2[NH:10][CH:9]=[C:8]3[C:14](=[O:23])[N:15]([C:17]4[CH:22]=[CH:21][CH:20]=[CH:19][CH:18]=4)[N:16]=[C:7]3[C:6]=2[CH:5]=1)([O-:3])=[O:2].[Cl:24]C1C=CC(NN)=CC=1. (3) Given the product [CH2:30]([N:19]([C:13]1[C:12]([CH:23]=[CH2:24])=[C:11]2[C:16]([C:17](=[O:18])[N:8]([C:5]3[CH:4]=[CH:3][C:2]([Cl:1])=[CH:7][CH:6]=3)[C:9]([CH:25]([CH3:27])[CH3:26])=[N:10]2)=[CH:15][CH:14]=1)[C:20](=[O:22])[CH3:21])[CH:29]=[CH2:28], predict the reactants needed to synthesize it. The reactants are: [Cl:1][C:2]1[CH:7]=[CH:6][C:5]([N:8]2[C:17](=[O:18])[C:16]3[C:11](=[C:12]([CH:23]=[CH2:24])[C:13]([NH:19][C:20](=[O:22])[CH3:21])=[CH:14][CH:15]=3)[N:10]=[C:9]2[CH:25]([CH3:27])[CH3:26])=[CH:4][CH:3]=1.[CH2:28](Br)[CH:29]=[CH2:30].C(=O)([O-])[O-].[Cs+].[Cs+]. (4) The reactants are: [Cl:1][C:2]1[C:3]([F:16])=[C:4]([C:9]2[N:14]=[CH:13][N:12]=[C:11]([OH:15])[CH:10]=2)[C:5]([I:8])=[CH:6][CH:7]=1.N[C@@H:18]1[C:34]2[CH:35]=[C:30]([CH:31]=[CH:32][N:33]=2)[C:29]2[N:28]([CH:36]([F:38])[F:37])[N:27]=[CH:26][C:25]=2[NH:24][C:23](=[O:39])[C@H:22]([CH3:40])[CH2:21][CH2:20][CH2:19]1. Given the product [Cl:1][C:2]1[C:3]([F:16])=[C:4]([C:9]2[N:14]=[CH:13][N:12]([C@@H:18]3[C:34]4[CH:35]=[C:30]([CH:31]=[CH:32][N:33]=4)[C:29]4[N:28]([CH:36]([F:37])[F:38])[N:27]=[CH:26][C:25]=4[NH:24][C:23](=[O:39])[C@H:22]([CH3:40])[CH2:21][CH2:20][CH2:19]3)[C:11](=[O:15])[CH:10]=2)[C:5]([I:8])=[CH:6][CH:7]=1, predict the reactants needed to synthesize it.